This data is from Reaction yield outcomes from USPTO patents with 853,638 reactions. The task is: Predict the reaction yield, written as a fraction of the theoretical maximum amount of product (1.0 means a 100% yield; for example, 0.34 means a 34% yield). The reactants are [Cl:1][C:2]1[CH:7]=[C:6]([F:8])[CH:5]=[CH:4][C:3]=1[S:9]([NH:12][C@H:13]([C@@H:16]([CH2:18][NH:19][C:20]([O:22]C(C)(C)C)=O)[OH:17])[CH2:14][CH3:15])(=[O:11])=[O:10].Cl.O1CCOCC1.[S:34]1[C:38]2[CH:39]=[CH:40][CH:41]=[CH:42][C:37]=2[CH:36]=[C:35]1[C:43]([NH:45][C@H:46](C(O)=O)[CH2:47][CH:48]([CH3:50])[CH3:49])=[O:44].CN1CCOCC1.CCN=C=NCCCN(C)C.Cl. The catalyst is CO.C1C=C2C(N(O)N=NC2=CC=1)=O. The product is [S:34]1[C:38]2[CH:39]=[CH:40][CH:41]=[CH:42][C:37]=2[CH:36]=[C:35]1[C:43]([NH:45][C@H:46]([C:20]([NH:19][CH2:18][C@@H:16]([OH:17])[C@@H:13]([NH:12][S:9]([C:3]1[CH:4]=[CH:5][C:6]([F:8])=[CH:7][C:2]=1[Cl:1])(=[O:10])=[O:11])[CH2:14][CH3:15])=[O:22])[CH2:47][CH:48]([CH3:50])[CH3:49])=[O:44]. The yield is 0.470.